From a dataset of Full USPTO retrosynthesis dataset with 1.9M reactions from patents (1976-2016). Predict the reactants needed to synthesize the given product. (1) Given the product [C:1]1([C:7]2([CH2:13][CH2:14][CH2:15][C:16]([OH:18])=[O:17])[CH2:12][CH2:11][CH2:10][CH2:9][CH2:8]2)[CH:6]=[CH:5][CH:4]=[CH:3][CH:2]=1, predict the reactants needed to synthesize it. The reactants are: [C:1]1([C:7]2([CH2:13][CH2:14][CH2:15][C:16]([O:18]CC)=[O:17])[CH2:12][CH2:11][CH2:10][CH2:9][CH2:8]2)[CH:6]=[CH:5][CH:4]=[CH:3][CH:2]=1.[OH-].[Na+].Cl. (2) Given the product [NH2:9][CH:10]([C:15]1[C:24]2[C:19](=[CH:20][CH:21]=[CH:22][CH:23]=2)[CH:18]=[CH:17][CH:16]=1)[C:11]([CH3:14])([OH:13])[CH3:12], predict the reactants needed to synthesize it. The reactants are: C(O)(C)C.FC(F)(F)C([NH:9][CH:10]([C:15]1[C:24]2[C:19](=[CH:20][CH:21]=[CH:22][CH:23]=2)[CH:18]=[CH:17][CH:16]=1)[C:11]([CH3:14])([OH:13])[CH3:12])=O.[OH-].[K+].